This data is from Reaction yield outcomes from USPTO patents with 853,638 reactions. The task is: Predict the reaction yield, written as a fraction of the theoretical maximum amount of product (1.0 means a 100% yield; for example, 0.34 means a 34% yield). The reactants are [Mg].Br[C:3]1[CH:8]=[CH:7][C:6]([Br:9])=[CH:5][CH:4]=1.[CH3:10][C:11]([N:15]1[CH2:20][CH2:19][O:18][CH2:17][CH2:16]1)(C)[C:12]#N. The catalyst is C1COCC1. The product is [Br:9][C:6]1[CH:7]=[CH:8][C:3]([C:11]([N:15]2[CH2:20][CH2:19][O:18][CH2:17][CH2:16]2)([CH3:12])[CH3:10])=[CH:4][CH:5]=1. The yield is 0.100.